The task is: Predict which catalyst facilitates the given reaction.. This data is from Catalyst prediction with 721,799 reactions and 888 catalyst types from USPTO. The catalyst class is: 109. Product: [N+:15]([C:18]1[CH:19]=[C:20]([C:2]2[CH:14]=[CH:13][C:5]3[S:6][C:7]4[CH:12]=[CH:11][CH:10]=[CH:9][C:8]=4[C:4]=3[CH:3]=2)[CH:21]=[CH:22][CH:23]=1)([O-:17])=[O:16]. Reactant: Br[C:2]1[CH:14]=[CH:13][C:5]2[S:6][C:7]3[CH:12]=[CH:11][CH:10]=[CH:9][C:8]=3[C:4]=2[CH:3]=1.[N+:15]([C:18]1[CH:23]=[CH:22][CH:21]=[CH:20][C:19]=1B(O)O)([O-:17])=[O:16].C([O-])([O-])=O.[K+].[K+].